This data is from Peptide-MHC class I binding affinity with 185,985 pairs from IEDB/IMGT. The task is: Regression. Given a peptide amino acid sequence and an MHC pseudo amino acid sequence, predict their binding affinity value. This is MHC class I binding data. (1) The peptide sequence is VIVENDNVI. The MHC is HLA-A02:06 with pseudo-sequence HLA-A02:06. The binding affinity (normalized) is 0.179. (2) The peptide sequence is RYTRRISLF. The MHC is HLA-B58:01 with pseudo-sequence HLA-B58:01. The binding affinity (normalized) is 0.0847. (3) The peptide sequence is GLLGWSPQA. The binding affinity (normalized) is 0.637. The MHC is HLA-A02:02 with pseudo-sequence HLA-A02:02. (4) The peptide sequence is GPCYGQMPR. The MHC is Mamu-B8301 with pseudo-sequence Mamu-B8301. The binding affinity (normalized) is 0.472. (5) The peptide sequence is NVSRVVECLT. The MHC is HLA-A02:02 with pseudo-sequence HLA-A02:02. The binding affinity (normalized) is 0.219. (6) The MHC is HLA-A68:02 with pseudo-sequence HLA-A68:02. The peptide sequence is IALANIGFL. The binding affinity (normalized) is 0.307. (7) The peptide sequence is AIFQSSMTK. The MHC is HLA-A02:01 with pseudo-sequence HLA-A02:01. The binding affinity (normalized) is 0.0000493.